This data is from Forward reaction prediction with 1.9M reactions from USPTO patents (1976-2016). The task is: Predict the product of the given reaction. The product is: [Cl:25][C:6]1[CH:5]=[CH:4][C:3]([CH2:2][NH:1][C:33](=[O:32])[C:34]([CH3:39])([CH3:38])[CH2:35][OH:36])=[CH:8][C:7]=1[C:9]1[NH:13][C:12](=[O:14])[N:11]([C:15]2[CH:16]=[CH:17][C:18]([C:21]([F:24])([F:23])[F:22])=[CH:19][CH:20]=2)[N:10]=1. Given the reactants [NH2:1][CH2:2][C:3]1[CH:4]=[CH:5][C:6]([Cl:25])=[C:7]([C:9]2[NH:13][C:12](=[O:14])[N:11]([C:15]3[CH:20]=[CH:19][C:18]([C:21]([F:24])([F:23])[F:22])=[CH:17][CH:16]=3)[N:10]=2)[CH:8]=1.C1COCC1.C[O:32][CH2:33][C:34]([CH3:39])([CH3:38])[C:35](O)=[O:36].CN(C(ON1N=NC2C=CC=CC1=2)=[N+](C)C)C.[B-](F)(F)(F)F, predict the reaction product.